Dataset: Forward reaction prediction with 1.9M reactions from USPTO patents (1976-2016). Task: Predict the product of the given reaction. (1) Given the reactants [Cl:1][C:2]1[CH:3]=[C:4]2[C:10]([C:11]3[N:16]=[C:15]([NH:17][CH2:18][C@@H:19]4[CH2:24][CH2:23][CH2:22][NH:21][CH2:20]4)[C:14]([F:25])=[CH:13][N:12]=3)=[CH:9][NH:8][C:5]2=[N:6][CH:7]=1.N1C=CC=CC=1.[CH3:32][S:33](Cl)(=[O:35])=[O:34], predict the reaction product. The product is: [Cl:1][C:2]1[CH:3]=[C:4]2[C:10]([C:11]3[N:16]=[C:15]([NH:17][CH2:18][C@@H:19]4[CH2:24][CH2:23][CH2:22][N:21]([S:33]([CH3:32])(=[O:35])=[O:34])[CH2:20]4)[C:14]([F:25])=[CH:13][N:12]=3)=[CH:9][NH:8][C:5]2=[N:6][CH:7]=1. (2) The product is: [C:19]([O:23][C:24]([N:26]1[CH2:31][CH2:30][N:29]([C:32]([C:34]2[N:42]3[C:37]([CH:38]=[CH:39][CH:40]=[CH:41]3)=[C:36]([C:43]3[CH:44]=[CH:45][CH:46]=[CH:47][CH:48]=3)[C:35]=2[CH2:49][C:50]2[CH:55]=[CH:54][CH:53]=[C:52]([F:56])[C:51]=2[CH3:57])=[O:33])[CH2:28][C@@H:27]1[CH2:58][CH2:59][OH:60])=[O:25])([CH3:21])([CH3:22])[CH3:20]. Given the reactants [F-].C([N+](CCCC)(CCCC)CCCC)CCC.[C:19]([O:23][C:24]([N:26]1[CH2:31][CH2:30][N:29]([C:32]([C:34]2[N:42]3[C:37]([CH:38]=[CH:39][CH:40]=[CH:41]3)=[C:36]([C:43]3[CH:48]=[CH:47][CH:46]=[CH:45][CH:44]=3)[C:35]=2[CH2:49][C:50]2[CH:55]=[CH:54][CH:53]=[C:52]([F:56])[C:51]=2[CH3:57])=[O:33])[CH2:28][C@@H:27]1[CH2:58][CH2:59][O:60][Si](C(C)(C)C)(C)C)=[O:25])([CH3:22])([CH3:21])[CH3:20].[Cl-].[NH4+], predict the reaction product.